From a dataset of Catalyst prediction with 721,799 reactions and 888 catalyst types from USPTO. Predict which catalyst facilitates the given reaction. (1) Reactant: [OH:1][C:2]1[CH:11]=[C:10]2[C:5]([C:6](=O)[CH2:7][C@H:8]([C:12]3[CH:21]=[CH:20][C:15]([C:16]([O:18][CH3:19])=[O:17])=[CH:14][CH:13]=3)[O:9]2)=[CH:4][CH:3]=1.C([O-])(=O)C.[Na+].[CH3:28][O:29][NH2:30].Cl. Product: [OH:1][C:2]1[CH:11]=[C:10]2[C:5]([C:6](=[N:30][O:29][CH3:28])[CH2:7][C@H:8]([C:12]3[CH:21]=[CH:20][C:15]([C:16]([O:18][CH3:19])=[O:17])=[CH:14][CH:13]=3)[O:9]2)=[CH:4][CH:3]=1. The catalyst class is: 5. (2) Reactant: O[CH2:2][CH2:3][CH2:4][N:5]1[C:13](=[O:14])[C:12]2[C:7](=[N:8][CH:9]=[CH:10][CH:11]=2)[C:6]1=[O:15].P(Br)(Br)[Br:17]. Product: [Br:17][CH2:2][CH2:3][CH2:4][N:5]1[C:13](=[O:14])[C:12]2[C:7](=[N:8][CH:9]=[CH:10][CH:11]=2)[C:6]1=[O:15]. The catalyst class is: 10. (3) Reactant: [F:1][C:2]1[CH:7]=[CH:6][C:5]([NH2:8])=[CH:4][CH:3]=1.Br[CH2:10][CH:11]=[CH2:12].C([O-])([O-])=O.[K+].[K+].O. Product: [CH2:12]([NH:8][C:5]1[CH:6]=[CH:7][C:2]([F:1])=[CH:3][CH:4]=1)[CH:11]=[CH2:10]. The catalyst class is: 49. (4) Reactant: [NH2:1][C:2]1[CH:7]=[CH:6][CH:5]=[CH:4][C:3]=1[B:8]1[O:16][C:13]([CH3:15])([CH3:14])[C:10]([CH3:12])([CH3:11])[O:9]1.[C:17]([N:24]1[CH2:31][CH2:30][CH2:29][C@H:25]1[C:26](O)=[O:27])([O:19][C:20]([CH3:23])([CH3:22])[CH3:21])=[O:18].Cl.CN(C)CCCN=C=NCC.C(N(CC)C(C)C)(C)C. Product: [CH3:12][C:10]1([CH3:11])[C:13]([CH3:15])([CH3:14])[O:16][B:8]([C:3]2[CH:4]=[CH:5][CH:6]=[CH:7][C:2]=2[NH:1][C:26]([C@@H:25]2[CH2:29][CH2:30][CH2:31][N:24]2[C:17]([O:19][C:20]([CH3:23])([CH3:22])[CH3:21])=[O:18])=[O:27])[O:9]1. The catalyst class is: 9. (5) Reactant: [C:1]12([NH2:12])[CH2:10][CH:5]3[CH2:6][CH:7]([CH2:9][C:3]([NH2:11])([CH2:4]3)[CH2:2]1)[CH2:8]2.CCN(C(C)C)C(C)C.[CH3:22][N:23]1[CH:27]=[CH:26][C:25]([C:28]([OH:30])=O)=[N:24]1.[CH3:31][C:32]1[N:33]=[CH:34][C:35]([C:38](O)=[O:39])=[N:36][CH:37]=1.F[P-](F)(F)(F)(F)F.N1(O[P+](N2CCCC2)(N2CCCC2)N2CCCC2)C2C=CC=CC=2N=N1. The catalyst class is: 2. Product: [CH3:22][N:23]1[CH:27]=[CH:26][C:25]([C:28]([NH:12][C:1]23[CH2:10][CH:5]4[CH2:6][CH:7]([CH2:9][C:3]([NH:11][C:38]([C:35]5[CH:34]=[N:33][C:32]([CH3:31])=[CH:37][N:36]=5)=[O:39])([CH2:4]4)[CH2:2]2)[CH2:8]3)=[O:30])=[N:24]1. (6) Reactant: [Cl:1][C:2]1[CH:3]=[C:4]([CH:9]([N:14]2[CH2:19][CH2:18][CH:17]([CH2:20][OH:21])[CH2:16][CH2:15]2)[C:10]([O:12][CH3:13])=[O:11])[CH:5]=[C:6]([Cl:8])[CH:7]=1.N1C=CN=C1.[C:27]([Si:31](Cl)([CH3:33])[CH3:32])([CH3:30])([CH3:29])[CH3:28]. Product: [Si:31]([O:21][CH2:20][CH:17]1[CH2:16][CH2:15][N:14]([CH:9]([C:4]2[CH:3]=[C:2]([Cl:1])[CH:7]=[C:6]([Cl:8])[CH:5]=2)[C:10]([O:12][CH3:13])=[O:11])[CH2:19][CH2:18]1)([C:27]([CH3:30])([CH3:29])[CH3:28])([CH3:33])[CH3:32]. The catalyst class is: 4. (7) Reactant: I[C:2]1[CH:11]=[CH:10][C:5]([C:6]([O:8][CH3:9])=[O:7])=[C:4]([O:12][CH:13]([CH3:15])[CH3:14])[CH:3]=1.[F:16][C:17]1[CH:22]=[CH:21][C:20](B(O)O)=[CH:19][CH:18]=1.C1(P(C2CCCCC2)C2C=CC=CC=2C2C(OC)=CC=CC=2OC)CCCCC1.C(=O)([O-])[O-].[Na+].[Na+]. Product: [F:16][C:17]1[CH:22]=[CH:21][C:20]([C:2]2[CH:11]=[CH:10][C:5]([C:6]([O:8][CH3:9])=[O:7])=[C:4]([O:12][CH:13]([CH3:15])[CH3:14])[CH:3]=2)=[CH:19][CH:18]=1. The catalyst class is: 187. (8) Reactant: [H-].[Na+].[C:3]([O:7][C:8]([N:10]1[CH2:16][CH2:15][C:14](=[O:17])[NH:13][CH2:12][CH2:11]1)=[O:9])([CH3:6])([CH3:5])[CH3:4].[CH3:18][O:19][CH:20]([O:25][CH3:26])[CH2:21][CH2:22][CH2:23]Br. Product: [C:3]([O:7][C:8]([N:10]1[CH2:16][CH2:15][C:14](=[O:17])[N:13]([CH2:23][CH2:22][CH2:21][CH:20]([O:25][CH3:26])[O:19][CH3:18])[CH2:12][CH2:11]1)=[O:9])([CH3:6])([CH3:4])[CH3:5]. The catalyst class is: 9. (9) Reactant: [NH2:1][C:2]1[CH:3]=[C:4]2[C:8](=[CH:9][CH:10]=1)[N:7]([CH:11]([CH3:14])[CH2:12][F:13])[C:6](=[O:15])[CH2:5]2.[C:16]([O:20][C:21](=[O:27])[NH:22][CH2:23][C@H:24]1[CH2:26][O:25]1)([CH3:19])([CH3:18])[CH3:17].FC(F)(F)S([O-])(=O)=O.[Li+]. Product: [C:16]([O:20][C:21](=[O:27])[NH:22][CH2:23][C@H:24]([OH:25])[CH2:26][NH:1][C:2]1[CH:3]=[C:4]2[C:8](=[CH:9][CH:10]=1)[N:7]([CH:11]([CH3:14])[CH2:12][F:13])[C:6](=[O:15])[CH2:5]2)([CH3:18])([CH3:17])[CH3:19]. The catalyst class is: 115. (10) Reactant: [C:1]([C:3]1[N:4]=[C:5]([C:21]([OH:23])=O)[C:6]2[C:11]([C:12]=1[C:13]1[CH:18]=[CH:17][CH:16]=[CH:15][N:14]=1)=[CH:10][C:9]([O:19][CH3:20])=[CH:8][CH:7]=2)#[N:2].[Cl-].[O:25]1[CH2:29][CH2:28][CH:27]([NH3+:30])[CH2:26]1.C(Cl)CCl.C1C=NC2N(O)N=NC=2C=1.CCN(C(C)C)C(C)C. Product: [C:1]([C:3]1[N:4]=[C:5]([C:21]([NH:30][CH:27]2[CH2:28][CH2:29][O:25][CH2:26]2)=[O:23])[C:6]2[C:11]([C:12]=1[C:13]1[CH:18]=[CH:17][CH:16]=[CH:15][N:14]=1)=[CH:10][C:9]([O:19][CH3:20])=[CH:8][CH:7]=2)#[N:2]. The catalyst class is: 3.